From a dataset of Forward reaction prediction with 1.9M reactions from USPTO patents (1976-2016). Predict the product of the given reaction. (1) Given the reactants [CH3:1][C:2]([CH2:12][CH2:13][CH2:14][CH:15]([CH3:22])[CH2:16][CH2:17][CH2:18][CH:19]([CH3:21])[CH3:20])=[CH:3][C:4]([O:6][CH2:7][CH:8]([CH2:10][OH:11])[OH:9])=[O:5], predict the reaction product. The product is: [CH3:1][C:2]([CH2:12][CH2:13][CH2:14][CH:15]([CH3:22])[CH2:16][CH2:17][CH2:18][CH:19]([CH3:21])[CH3:20])=[CH:3][C:4]([O:6][CH2:7][CH:8]([CH2:10][OH:11])[OH:9])=[O:5].[OH2:5]. (2) Given the reactants [Cl:1][C:2]1[CH:7]=[CH:6][C:5]([Cl:8])=[CH:4][C:3]=1[S:9][C:10]1[CH:17]=[CH:16][C:13]([C:14]#[N:15])=[CH:12][C:11]=1[N+:18]([O-])=O.S(S([O-])=O)([O-])=O.[Na+].[Na+].CCOC(C)=O, predict the reaction product. The product is: [NH2:18][C:11]1[CH:12]=[C:13]([CH:16]=[CH:17][C:10]=1[S:9][C:3]1[CH:4]=[C:5]([Cl:8])[CH:6]=[CH:7][C:2]=1[Cl:1])[C:14]#[N:15]. (3) Given the reactants [F:1][CH2:2][CH:3]([NH:12][C:13](=[O:19])[O:14][C:15]([CH3:18])([CH3:17])[CH3:16])[C:4]1[CH:9]=[CH:8][C:7]([CH2:10][OH:11])=[CH:6][CH:5]=1, predict the reaction product. The product is: [F:1][CH2:2][CH:3]([NH:12][C:13](=[O:19])[O:14][C:15]([CH3:17])([CH3:16])[CH3:18])[C:4]1[CH:5]=[CH:6][C:7]([CH:10]=[O:11])=[CH:8][CH:9]=1. (4) Given the reactants C(OC([N:8]1[CH2:13][CH2:12][N:11]([C:14]2[CH:22]=[CH:21][CH:20]=[C:19]3[C:15]=2[CH2:16][C:17](=[O:31])[N:18]3[CH2:23][C:24]2[CH:29]=[CH:28][CH:27]=[C:26]([F:30])[CH:25]=2)[CH2:10][CH2:9]1)=O)(C)(C)C.Cl.CCO.C(OCC)C, predict the reaction product. The product is: [F:30][C:26]1[CH:25]=[C:24]([CH:29]=[CH:28][CH:27]=1)[CH2:23][N:18]1[C:19]2[C:15](=[C:14]([N:11]3[CH2:10][CH2:9][NH:8][CH2:13][CH2:12]3)[CH:22]=[CH:21][CH:20]=2)[CH2:16][C:17]1=[O:31]. (5) The product is: [Br:14][C:8]1[CH:7]=[C:3]([C:4]([N:32]2[CH2:33][CH2:34][O:29][C:30]3[CH:38]=[CH:37][N:36]=[CH:35][C:31]2=3)=[O:6])[C:2]([Br:1])=[CH:10][C:9]=1[C:11]([OH:13])=[O:12]. Given the reactants [Br:1][C:2]1[CH:10]=[C:9]([C:11]([OH:13])=[O:12])[C:8]([Br:14])=[CH:7][C:3]=1[C:4]([OH:6])=O.BrC1C=C(C(Cl)=O)C(Br)=CC=1C(Cl)=O.[O:29]1[CH2:34][CH2:33][NH:32][C:31]2[CH:35]=[N:36][CH:37]=[CH:38][C:30]1=2, predict the reaction product. (6) Given the reactants [CH2:1]([O:4][C:5]1[C:10]([O:11][CH3:12])=[CH:9][CH:8]=[CH:7][C:6]=1[C@@H:13]1[C:19]2[CH:20]=[C:21]([Cl:24])[CH:22]=[CH:23][C:18]=2[NH:17][C:16](=S)[C@@H:15]([CH2:26][C:27]([O:29][CH2:30][CH:31]=[CH2:32])=[O:28])[S:14]1)[CH:2]=[CH2:3].O.[NH2:34][NH2:35].[F:36][C:37]([F:48])([F:47])[C:38](O[C:38](=O)[C:37]([F:48])([F:47])[F:36])=O.FC(F)(F)C(O)=O, predict the reaction product. The product is: [CH2:1]([O:4][C:5]1[C:10]([O:11][CH3:12])=[CH:9][CH:8]=[CH:7][C:6]=1[C@@H:13]1[C:19]2[CH:20]=[C:21]([Cl:24])[CH:22]=[CH:23][C:18]=2[N:17]2[C:38]([C:37]([F:48])([F:47])[F:36])=[N:34][N:35]=[C:16]2[C@@H:15]([CH2:26][C:27]([O:29][CH2:30][CH:31]=[CH2:32])=[O:28])[S:14]1)[CH:2]=[CH2:3]. (7) Given the reactants [CH:1]1([C:7]2[C:15]3[C:10](=[CH:11][C:12]([C:16]([OH:18])=[O:17])=[CH:13][CH:14]=3)[N:9]([CH2:19][C:20]([N:22]3[CH2:27][CH2:26][O:25][CH2:24][CH2:23]3)=[O:21])[C:8]=2[C:28]2[CH:33]=[CH:32][C:31]([C:34]3[CH:39]=[CH:38][C:37](N(C)C)=[CH:36][CH:35]=3)=[CH:30][CH:29]=2)[CH2:6][CH2:5][CH2:4][CH2:3][CH2:2]1.COC(C1C=C2C(C(C3CCCCC3)=C(C3C=CC(OS(C(F)(F)[F:76])(=O)=O)=CC=3)N2CC(N2CCOCC2)=O)=CC=1)=O.FC1C=CC=CC=1B(O)O, predict the reaction product. The product is: [CH:1]1([C:7]2[C:15]3[C:10](=[CH:11][C:12]([C:16]([OH:18])=[O:17])=[CH:13][CH:14]=3)[N:9]([CH2:19][C:20]([N:22]3[CH2:27][CH2:26][O:25][CH2:24][CH2:23]3)=[O:21])[C:8]=2[C:28]2[CH:33]=[CH:32][C:31]([C:34]3[CH:39]=[CH:38][CH:37]=[CH:36][C:35]=3[F:76])=[CH:30][CH:29]=2)[CH2:6][CH2:5][CH2:4][CH2:3][CH2:2]1.